This data is from Forward reaction prediction with 1.9M reactions from USPTO patents (1976-2016). The task is: Predict the product of the given reaction. (1) Given the reactants [NH2:1][C:2]1[C:7]([C:8]([OH:10])=O)=[C:6]([C:11]([F:14])([F:13])[F:12])[N:5]=[CH:4][CH:3]=1.C(N(CC)CC)C.[CH3:22][C@@H:23]([NH2:31])[CH2:24][C:25]1[CH:30]=[CH:29][CH:28]=[CH:27][CH:26]=1.CN(C(ON1N=NC2C=CC=CC1=2)=[N+](C)C)C.F[P-](F)(F)(F)(F)F, predict the reaction product. The product is: [NH2:1][C:2]1[C:7]([C:8]([NH:31][C@H:23]([CH3:22])[CH2:24][C:25]2[CH:30]=[CH:29][CH:28]=[CH:27][CH:26]=2)=[O:10])=[C:6]([C:11]([F:14])([F:13])[F:12])[N:5]=[CH:4][CH:3]=1. (2) Given the reactants [Br:1][C:2]1[S:6][C:5]([C:7]2([C@H:10]3[CH2:15][CH2:14][C@H:13]([C:16]([O:18][CH2:19][CH3:20])=[O:17])[CH2:12][CH2:11]3)[CH2:9][O:8]2)=[N:4][CH:3]=1.CCCC[N+](CCCC)(CCCC)CCCC.[FH:38].F.[F-], predict the reaction product. The product is: [Br:1][C:2]1[S:6][C:5]([C:7]([C@H:10]2[CH2:15][CH2:14][C@H:13]([C:16]([O:18][CH2:19][CH3:20])=[O:17])[CH2:12][CH2:11]2)([OH:8])[CH2:9][F:38])=[N:4][CH:3]=1. (3) Given the reactants [C:1]([C:5]1[N:9]([CH2:10][O:11][CH2:12][CH2:13][Si:14]([CH3:17])([CH3:16])[CH3:15])[CH:8]=[N:7][CH:6]=1)([CH3:4])([CH3:3])[CH3:2].[Li]CCCC.CN([CH:26]=[O:27])C, predict the reaction product. The product is: [C:1]([C:5]1[N:9]([CH2:10][O:11][CH2:12][CH2:13][Si:14]([CH3:17])([CH3:16])[CH3:15])[C:8]([CH:26]=[O:27])=[N:7][CH:6]=1)([CH3:4])([CH3:2])[CH3:3]. (4) The product is: [NH2:30][CH2:29][CH:24]1[CH2:25][CH2:26][CH2:27][CH2:28][N:23]1[C:21]1[C:20]([F:38])=[CH:19][N:18]=[C:17]([NH:16][C:13]2[CH:12]=[CH:11][C:10]([N:7]3[CH2:8][CH2:9][N:4]([C:1](=[O:3])[CH3:2])[CH2:5][CH2:6]3)=[CH:15][CH:14]=2)[N:22]=1. Given the reactants [C:1]([N:4]1[CH2:9][CH2:8][N:7]([C:10]2[CH:15]=[CH:14][C:13]([NH:16][C:17]3[N:22]=[C:21]([N:23]4[CH2:28][CH2:27][CH2:26][CH2:25][CH:24]4[CH2:29][NH:30]C(=O)OC(C)(C)C)[C:20]([F:38])=[CH:19][N:18]=3)=[CH:12][CH:11]=2)[CH2:6][CH2:5]1)(=[O:3])[CH3:2], predict the reaction product. (5) Given the reactants [CH2:1]([O:8][C:9](=[O:20])[C@@H:10]([CH2:12][CH2:13][C:14]1[CH:19]=[CH:18][CH:17]=[CH:16][CH:15]=1)[NH2:11])[C:2]1[CH:7]=[CH:6][CH:5]=[CH:4][CH:3]=1.[C:21]([N:28]([C:37]([O:39][C:40]([CH3:43])([CH3:42])[CH3:41])=[O:38])[C@H:29]([C:34](O)=[O:35])[CH2:30][CH2:31][CH2:32][NH2:33])([O:23][C:24]([CH3:27])([CH3:26])[CH3:25])=[O:22].C1(N=C=NC2CCCCC2)CCCCC1, predict the reaction product. The product is: [CH2:1]([O:8][C:9](=[O:20])[C@@H:10]([CH2:12][CH2:13][C:14]1[CH:19]=[CH:18][CH:17]=[CH:16][CH:15]=1)[NH:11][C:34](=[O:35])[C@H:29]([CH2:30][CH2:31][CH2:32][NH2:33])[N:28]([C:37]([O:39][C:40]([CH3:41])([CH3:42])[CH3:43])=[O:38])[C:21]([O:23][C:24]([CH3:27])([CH3:25])[CH3:26])=[O:22])[C:2]1[CH:3]=[CH:4][CH:5]=[CH:6][CH:7]=1. (6) Given the reactants [OH:1][CH2:2][C@@H:3]([NH:8][C:9](=[O:15])[O:10][C:11]([CH3:14])([CH3:13])[CH3:12])[CH2:4][CH:5]([CH3:7])[CH3:6].CC(OI1(OC(C)=O)(OC(C)=O)OC(=O)C2C=CC=CC1=2)=O, predict the reaction product. The product is: [CH3:6][CH:5]([CH3:7])[CH2:4][C@H:3]([NH:8][C:9](=[O:15])[O:10][C:11]([CH3:14])([CH3:13])[CH3:12])[CH:2]=[O:1]. (7) Given the reactants Cl[C:2]1[N:7]=[C:6]([C:8]2[N:12]3[CH:13]=[CH:14][CH:15]=[CH:16][C:11]3=[N:10][C:9]=2[C:17]2[CH:18]=[C:19]([CH:31]=[CH:32][CH:33]=2)[C:20]([NH:22][C:23]2[C:28]([F:29])=[CH:27][CH:26]=[CH:25][C:24]=2[F:30])=[O:21])[CH:5]=[CH:4][N:3]=1.[CH3:34][C:35]1[C:36]([N:44]2[CH2:49][CH2:48][N:47]([CH2:50][CH2:51][O:52][CH3:53])[CH2:46][CH2:45]2)=[CH:37][C:38]([O:42][CH3:43])=[C:39]([CH:41]=1)[NH2:40].C1(C)C=CC(S(O)(=O)=O)=CC=1.C(O)C(F)(F)F.N, predict the reaction product. The product is: [F:30][C:24]1[CH:25]=[CH:26][CH:27]=[C:28]([F:29])[C:23]=1[NH:22][C:20](=[O:21])[C:19]1[CH:31]=[CH:32][CH:33]=[C:17]([C:9]2[N:10]=[C:11]3[CH:16]=[CH:15][CH:14]=[CH:13][N:12]3[C:8]=2[C:6]2[CH:5]=[CH:4][N:3]=[C:2]([NH:40][C:39]3[CH:41]=[C:35]([CH3:34])[C:36]([N:44]4[CH2:45][CH2:46][N:47]([CH2:50][CH2:51][O:52][CH3:53])[CH2:48][CH2:49]4)=[CH:37][C:38]=3[O:42][CH3:43])[N:7]=2)[CH:18]=1. (8) Given the reactants [F:1][C:2]([F:13])([F:12])[C:3]1[S:7][CH:6]=[C:5]([C:8](OC)=[O:9])[CH:4]=1.CO.[BH4-].[Na+], predict the reaction product. The product is: [F:12][C:2]([F:1])([F:13])[C:3]1[S:7][CH:6]=[C:5]([CH2:8][OH:9])[CH:4]=1. (9) Given the reactants CS(Cl)(=O)=O.[CH2:6]([N:8]([CH2:11]C)[CH2:9][CH3:10])C.[N+:13]([C:16]1[CH:25]=C2[C:19]([CH2:20][CH2:21][CH2:22]C2O)=[CH:18][CH:17]=1)([O-:15])=[O:14], predict the reaction product. The product is: [CH3:11][N:8]([CH3:6])[CH:9]1[C:10]2[C:19](=[CH:18][CH:17]=[C:16]([N+:13]([O-:15])=[O:14])[CH:25]=2)[CH2:20][CH2:21][CH2:22]1.